This data is from Catalyst prediction with 721,799 reactions and 888 catalyst types from USPTO. The task is: Predict which catalyst facilitates the given reaction. (1) Reactant: [C:1]12([CH2:11][OH:12])[CH2:10][CH:5]3[CH2:6][CH:7]([CH2:9][CH:3]([CH2:4]3)[CH2:2]1)[CH2:8]2.[Cr](Cl)([O-])(=O)=O.[NH+]1C=CC=CC=1. Product: [C:1]12([CH:11]=[O:12])[CH2:8][CH:7]3[CH2:6][CH:5]([CH2:4][CH:3]([CH2:9]3)[CH2:2]1)[CH2:10]2. The catalyst class is: 4. (2) Reactant: [F:1][C:2]1[CH:3]=[C:4]([CH:8]=[CH:9][C:10]=1[S:11]([CH3:14])(=[O:13])=[O:12])[C:5](Cl)=[O:6].[CH2:15]([O:17][C:18](=[O:23])[C:19]([NH2:22])=[N:20]O)[CH3:16].C(O)C. Product: [CH2:15]([O:17][C:18]([C:19]1[N:22]=[C:5]([C:4]2[CH:8]=[CH:9][C:10]([S:11]([CH3:14])(=[O:13])=[O:12])=[C:2]([F:1])[CH:3]=2)[O:6][N:20]=1)=[O:23])[CH3:16]. The catalyst class is: 15.